From a dataset of Forward reaction prediction with 1.9M reactions from USPTO patents (1976-2016). Predict the product of the given reaction. Given the reactants C(O[C:6]([NH:8][NH:9][C:10](=[S:18])[C:11]1[CH:16]=[CH:15][C:14]([F:17])=[CH:13][CH:12]=1)=O)(C)(C)C.[CH3:19][O:20][C:21]1[C:22]([O:29][Si:30]([CH:37]([CH3:39])[CH3:38])([CH:34]([CH3:36])[CH3:35])[CH:31]([CH3:33])[CH3:32])=[C:23]([CH:26]=[CH:27][CH:28]=1)C=O.CCN(C(C)C)C(C)C.[F:49][C:50]1[CH:58]=[C:57]([F:59])[CH:56]=[C:55]([F:60])[C:51]=1[C:52](Cl)=[O:53].Cl, predict the reaction product. The product is: [F:17][C:14]1[CH:15]=[CH:16][C:11]([C:10]2[S:18][CH:6]([C:28]3[CH:27]=[CH:26][CH:23]=[C:22]([O:29][Si:30]([CH:31]([CH3:32])[CH3:33])([CH:34]([CH3:36])[CH3:35])[CH:37]([CH3:38])[CH3:39])[C:21]=3[O:20][CH3:19])[N:8]([C:52]([C:51]3[C:50]([F:49])=[CH:58][C:57]([F:59])=[CH:56][C:55]=3[F:60])=[O:53])[N:9]=2)=[CH:12][CH:13]=1.